Dataset: Forward reaction prediction with 1.9M reactions from USPTO patents (1976-2016). Task: Predict the product of the given reaction. (1) Given the reactants C[O:2][C:3]([C:5]1[CH:9]=[C:8]([C:10]2[N:11]=[CH:12][O:13][CH:14]=2)[S:7][CH:6]=1)=[O:4].[OH-].[Na+], predict the reaction product. The product is: [O:13]1[CH:14]=[C:10]([C:8]2[S:7][CH:6]=[C:5]([C:3]([OH:4])=[O:2])[CH:9]=2)[N:11]=[CH:12]1. (2) The product is: [NH2:1][CH2:4][CH:5]([N:7]([C:22]([CH:24]1[CH2:25][CH2:26][CH:27]([CH3:30])[CH2:28][CH2:29]1)=[O:23])[C:8]1[CH:12]=[C:11]([C:13]2[CH:18]=[CH:17][CH:16]=[CH:15][CH:14]=2)[S:10][C:9]=1[C:19]([OH:21])=[O:20])[CH3:6]. Given the reactants [N:1]([CH2:4][CH:5]([N:7]([C:22]([CH:24]1[CH2:29][CH2:28][CH:27]([CH3:30])[CH2:26][CH2:25]1)=[O:23])[C:8]1[CH:12]=[C:11]([C:13]2[CH:18]=[CH:17][CH:16]=[CH:15][CH:14]=2)[S:10][C:9]=1[C:19]([OH:21])=[O:20])[CH3:6])=[N+]=[N-], predict the reaction product. (3) Given the reactants [NH2:1][C:2]1[C:11]2[N:12]=[C:13]([CH2:24][OH:25])[N:14]([CH2:15][CH2:16][CH2:17][CH2:18][NH:19][S:20]([CH3:23])(=[O:22])=[O:21])[C:10]=2[C:9]2[CH:8]=[CH:7][CH:6]=[CH:5][C:4]=2[N:3]=1.C1(P(C2C=CC=CC=2)C2C=CC=CC=2)C=CC=CC=1.[C:45]([NH:55][C@H:56]([C:60](O)=[O:61])[CH:57]([CH3:59])[CH3:58])([O:47][CH2:48][C:49]1[CH:54]=[CH:53][CH:52]=[CH:51][CH:50]=1)=[O:46].N(C(OC(C)C)=O)=NC(OC(C)C)=O, predict the reaction product. The product is: [CH2:48]([O:47][C:45]([NH:55][C@H:56]([C:60]([O:25][CH2:24][C:13]1[N:14]([CH2:15][CH2:16][CH2:17][CH2:18][NH:19][S:20]([CH3:23])(=[O:22])=[O:21])[C:10]2[C:9]3[CH:8]=[CH:7][CH:6]=[CH:5][C:4]=3[N:3]=[C:2]([NH2:1])[C:11]=2[N:12]=1)=[O:61])[CH:57]([CH3:59])[CH3:58])=[O:46])[C:49]1[CH:54]=[CH:53][CH:52]=[CH:51][CH:50]=1. (4) Given the reactants Cl[C:2]1[N:7]=[CH:6][C:5]([C:8](=[O:10])[CH3:9])=[CH:4][CH:3]=1.[CH3:11][O:12][C:13]([C:15]1[CH:20]=[CH:19][C:18](B(O)O)=[CH:17][CH:16]=1)=[O:14].C(=O)([O-])[O-].[Na+].[Na+], predict the reaction product. The product is: [CH3:11][O:12][C:13](=[O:14])[C:15]1[CH:20]=[CH:19][C:18]([C:2]2[CH:3]=[CH:4][C:5]([C:8](=[O:10])[CH3:9])=[CH:6][N:7]=2)=[CH:17][CH:16]=1. (5) Given the reactants C(OC([N:8]1[CH2:12][CH:11]([O:13][C:14]2[CH:19]=[C:18]([N+:20]([O-:22])=[O:21])[CH:17]=[C:16]([F:23])[CH:15]=2)[CH2:10][CH:9]1[CH2:24][OH:25])=O)(C)(C)C.C(O)(C(F)(F)F)=O, predict the reaction product. The product is: [F:23][C:16]1[CH:15]=[C:14]([CH:19]=[C:18]([N+:20]([O-:22])=[O:21])[CH:17]=1)[O:13][CH:11]1[CH2:12][NH:8][CH:9]([CH2:24][OH:25])[CH2:10]1. (6) Given the reactants [CH:1]1[C:10]2[C:5](=[CH:6][CH:7]=[CH:8][CH:9]=2)[CH:4]=[CH:3][C:2]=1[N:11]1[C:18](=O)[CH:17]2[NH:20][C:21](=O)[CH:12]1[CH2:13][CH:14]=[CH:15][CH2:16]2.CC(C[AlH]CC(C)C)C, predict the reaction product. The product is: [CH:1]1[C:10]2[C:5](=[CH:6][CH:7]=[CH:8][CH:9]=2)[CH:4]=[CH:3][C:2]=1[N:11]1[CH2:18][C@@H:17]2[NH:20][CH2:21][C@H:12]1[CH2:13][CH:14]=[CH:15][CH2:16]2.